Dataset: Peptide-MHC class I binding affinity with 185,985 pairs from IEDB/IMGT. Task: Regression. Given a peptide amino acid sequence and an MHC pseudo amino acid sequence, predict their binding affinity value. This is MHC class I binding data. The peptide sequence is KCNPNLHYW. The MHC is HLA-A69:01 with pseudo-sequence HLA-A69:01. The binding affinity (normalized) is 0.0847.